This data is from Full USPTO retrosynthesis dataset with 1.9M reactions from patents (1976-2016). The task is: Predict the reactants needed to synthesize the given product. (1) Given the product [CH:1]1([C:4]2[N:5]=[CH:6][C:7]([C:15]([N:20]3[CH2:21][CH2:22][CH2:23][C:19]3([CH3:24])[CH3:18])=[O:17])=[N:8][C:9]=2[O:10][CH2:11][CH:12]2[CH2:13][CH2:14]2)[CH2:2][CH2:3]1, predict the reactants needed to synthesize it. The reactants are: [CH:1]1([C:4]2[N:5]=[CH:6][C:7]([C:15]([OH:17])=O)=[N:8][C:9]=2[O:10][CH2:11][CH:12]2[CH2:14][CH2:13]2)[CH2:3][CH2:2]1.[CH3:18][C:19]1([CH3:24])[CH2:23][CH2:22][CH2:21][NH:20]1. (2) The reactants are: [CH:1]([N:4]([CH2:42][CH2:43][NH:44]C(OCC1C=CC([N+]([O-])=O)=CC=1)=O)[C:5]([C:7]1[N:8]=[C:9]([N:12]2[CH2:15][CH:14]([S:16][C:17]3[C@H:18]([CH3:41])[C@@H:19]4[C@@H:36]([C@H:37]([OH:39])[CH3:38])[C:35](=[O:40])[N:20]4[C:21]=3[C:22]([O:24]CC3C=CC([N+]([O-])=O)=CC=3)=[O:23])[CH2:13]2)[S:10][CH:11]=1)=[O:6])([CH3:3])[CH3:2]. Given the product [NH2:44][CH2:43][CH2:42][N:4]([CH:1]([CH3:3])[CH3:2])[C:5]([C:7]1[N:8]=[C:9]([N:12]2[CH2:13][CH:14]([S:16][C:17]3[C@H:18]([CH3:41])[C@@H:19]4[C@@H:36]([C@H:37]([OH:39])[CH3:38])[C:35](=[O:40])[N:20]4[C:21]=3[C:22]([OH:24])=[O:23])[CH2:15]2)[S:10][CH:11]=1)=[O:6], predict the reactants needed to synthesize it. (3) The reactants are: [Cl:1][C:2]1[CH:8]=[CH:7][C:5]([NH2:6])=[CH:4][CH:3]=1.[CH:9]1([CH:15]=O)[CH2:14][CH2:13][CH2:12][CH2:11][CH2:10]1.[OH:17][C:18]1[CH:23]=[CH:22][C:21]([CH2:24][CH2:25][C:26](=[O:35])[CH2:27][C:28](=[O:34])[C:29]([O:31]CC)=O)=[CH:20][CH:19]=1. Given the product [Cl:1][C:2]1[CH:8]=[CH:7][C:5]([N:6]2[CH:15]([CH:9]3[CH2:14][CH2:13][CH2:12][CH2:11][CH2:10]3)[C:27]([C:26](=[O:35])[CH2:25][CH2:24][C:21]3[CH:20]=[CH:19][C:18]([OH:17])=[CH:23][CH:22]=3)=[C:28]([OH:34])[C:29]2=[O:31])=[CH:4][CH:3]=1, predict the reactants needed to synthesize it. (4) Given the product [OH:8][CH2:7][C@@H:2]1[CH2:3][CH:4]=[CH:5][CH2:6][N:1]1[C:11]([O:13][C:14]([CH3:17])([CH3:16])[CH3:15])=[O:12], predict the reactants needed to synthesize it. The reactants are: [N:1]1([C:11]([O:13][C:14]([CH3:17])([CH3:16])[CH3:15])=[O:12])[CH2:6][CH:5]=[CH:4][CH2:3][C@H:2]1[C:7](OC)=[O:8].[BH4-].[Li+]. (5) Given the product [CH3:40][N:39]([CH3:41])[C:37](=[O:38])[CH2:36][O:27][C:23]1[CH:24]=[CH:25][CH:26]=[C:21]([N:20]2[C:16]([C:14]3[S:15][C:11]([C:7]4[CH:8]=[CH:9][CH:10]=[C:5]([S:2]([CH3:1])(=[O:4])=[O:3])[CH:6]=4)=[CH:12][CH:13]=3)=[CH:17][C:18]([C:28]([F:31])([F:29])[F:30])=[N:19]2)[CH:22]=1, predict the reactants needed to synthesize it. The reactants are: [CH3:1][S:2]([C:5]1[CH:6]=[C:7]([C:11]2[S:15][C:14]([C:16]3[N:20]([C:21]4[CH:22]=[C:23]([OH:27])[CH:24]=[CH:25][CH:26]=4)[N:19]=[C:18]([C:28]([F:31])([F:30])[F:29])[CH:17]=3)=[CH:13][CH:12]=2)[CH:8]=[CH:9][CH:10]=1)(=[O:4])=[O:3].C[O-].[Na+].Cl[CH2:36][C:37]([N:39]([CH3:41])[CH3:40])=[O:38]. (6) Given the product [CH2:31]([C@@H:26]1[NH:25][CH2:30][CH2:29][N:28]([C:2]2[CH:3]=[C:4]3[C:8](=[CH:9][CH:10]=2)[N:7]([CH:11]([CH3:13])[CH3:12])[N:6]=[C:5]3[CH:14]2[CH2:17][CH2:16][CH2:15]2)[CH2:27]1)[C:32]1[CH:33]=[CH:34][CH:35]=[CH:36][CH:37]=1, predict the reactants needed to synthesize it. The reactants are: Br[C:2]1[CH:3]=[C:4]2[C:8](=[CH:9][CH:10]=1)[N:7]([CH:11]([CH3:13])[CH3:12])[N:6]=[C:5]2[CH:14]1[CH2:17][CH2:16][CH2:15]1.C(OC([N:25]1[CH2:30][CH2:29][NH:28][CH2:27][C@@H:26]1[CH2:31][C:32]1[CH:37]=[CH:36][CH:35]=[CH:34][CH:33]=1)=O)(C)(C)C. (7) The reactants are: [Br:1][C:2]1[CH:20]=[CH:19][C:5]([CH2:6][C@H:7]([C:16]([OH:18])=O)[NH:8][C:9]([O:11][C:12]([CH3:15])([CH3:14])[CH3:13])=[O:10])=[CH:4][CH:3]=1.CCN(C(C)C)C(C)C.CCOC(C(C#N)=NOC(N1CCOCC1)=[N+](C)C)=O.F[P-](F)(F)(F)(F)F.Cl.[CH3:58][O:59][C:60]1[CH:61]=[C:62]([C:68]2[C@@H:77]3[C@@H:72]([CH2:73][CH2:74][CH2:75][CH2:76]3)[C:71](=[O:78])[N:70]([CH:79]3[CH2:84][CH2:83][NH:82][CH2:81][CH2:80]3)[N:69]=2)[CH:63]=[CH:64][C:65]=1[O:66][CH3:67].C(=O)(O)[O-].[Na+]. Given the product [Br:1][C:2]1[CH:3]=[CH:4][C:5]([CH2:6][C@@H:7]([NH:8][C:9](=[O:10])[O:11][C:12]([CH3:13])([CH3:14])[CH3:15])[C:16]([N:82]2[CH2:83][CH2:84][CH:79]([N:70]3[N:69]=[C:68]([C:62]4[CH:63]=[CH:64][C:65]([O:66][CH3:67])=[C:60]([O:59][CH3:58])[CH:61]=4)[C@@H:77]4[C@@H:72]([CH2:73][CH2:74][CH2:75][CH2:76]4)[C:71]3=[O:78])[CH2:80][CH2:81]2)=[O:18])=[CH:19][CH:20]=1, predict the reactants needed to synthesize it. (8) The reactants are: [Cl:1][C:2]1[C:10]([C:11]#[N:12])=[CH:9][CH:8]=[C:7]2[C:3]=1[CH:4]=[C:5]([CH2:19][CH2:20][CH3:21])[N:6]2[CH2:13]/[C:14](=[N:17]/[H])/[NH:15][OH:16].C(P1(=O)OP(CCC)(=O)OP(CCC)(=O)O1)CC.[Cl:40][C:41]1[N:45]([CH3:46])[N:44]=[C:43]([C:47]([F:50])([F:49])[F:48])[C:42]=1[C:51](O)=O.CCN(C(C)C)C(C)C. Given the product [Cl:1][C:2]1[C:10]([C:11]#[N:12])=[CH:9][CH:8]=[C:7]2[C:3]=1[CH:4]=[C:5]([CH2:19][CH2:20][CH3:21])[N:6]2[CH2:13][C:14]1[N:17]=[C:51]([C:42]2[C:43]([C:47]([F:50])([F:48])[F:49])=[N:44][N:45]([CH3:46])[C:41]=2[Cl:40])[O:16][N:15]=1, predict the reactants needed to synthesize it. (9) Given the product [F:1][S:2]([F:13])([F:12])([F:11])([F:10])[C:3]1[CH:9]=[CH:8][C:6]([OH:14])=[CH:5][CH:4]=1, predict the reactants needed to synthesize it. The reactants are: [F:1][S:2]([F:13])([F:12])([F:11])([F:10])[C:3]1[CH:9]=[CH:8][C:6](N)=[CH:5][CH:4]=1.[OH:14]S(O)(=O)=O.N([O-])=O.[Na+]. (10) Given the product [CH:2](=[O:11])[CH2:3][CH2:4][CH2:5][CH2:6][CH2:7][CH2:8][C:9]#[CH:10], predict the reactants needed to synthesize it. The reactants are: C(O)[CH:2]([OH:11])[CH2:3][CH2:4][CH2:5][CH2:6][CH2:7][CH2:8][C:9]#[CH:10].